The task is: Predict the product of the given reaction.. This data is from Forward reaction prediction with 1.9M reactions from USPTO patents (1976-2016). (1) The product is: [F:1][CH:2]([F:6])[C:3]([N:41]1[CH2:42][CH2:43][C@@H:39]([O:38][C:33]2[CH:32]=[CH:31][C:30]([C:26]3[N:25]=[C:24]([NH:23][C:20]4[CH:21]=[CH:22][C:17]([N:14]5[CH2:13][CH2:12][N:11]([CH:9]6[CH2:8][O:7][CH2:10]6)[CH2:16][CH2:15]5)=[CH:18][CH:19]=4)[N:29]=[CH:28][N:27]=3)=[CH:37][C:34]=2[C:35]#[N:36])[CH2:40]1)=[O:4]. Given the reactants [F:1][CH:2]([F:6])[C:3](O)=[O:4].[O:7]1[CH2:10][CH:9]([N:11]2[CH2:16][CH2:15][N:14]([C:17]3[CH:22]=[CH:21][C:20]([NH:23][C:24]4[N:29]=[CH:28][N:27]=[C:26]([C:30]5[CH:31]=[CH:32][C:33]([O:38][C@@H:39]6[CH2:43][CH2:42][NH:41][CH2:40]6)=[C:34]([CH:37]=5)[C:35]#[N:36])[N:25]=4)=[CH:19][CH:18]=3)[CH2:13][CH2:12]2)[CH2:8]1, predict the reaction product. (2) Given the reactants [Cl:1][C:2]1[CH:27]=[CH:26][C:5]([CH2:6][N:7]2[C:19]3[C@@H:18]([CH2:20][C:21]([OH:23])=[O:22])[CH2:17][CH2:16][CH2:15][C:14]=3[C:13]3[C:8]2=[C:9]([S:24][CH3:25])[CH:10]=[CH:11][CH:12]=3)=[CH:4][CH:3]=1.[N+](=[CH2:30])=[N-], predict the reaction product. The product is: [Cl:1][C:2]1[CH:3]=[CH:4][C:5]([CH2:6][N:7]2[C:19]3[C@@H:18]([CH2:20][C:21]([O:23][CH3:30])=[O:22])[CH2:17][CH2:16][CH2:15][C:14]=3[C:13]3[C:8]2=[C:9]([S:24][CH3:25])[CH:10]=[CH:11][CH:12]=3)=[CH:26][CH:27]=1. (3) Given the reactants Cl[C:2]1[C:3]2[N:10]([CH:11]([CH3:13])[CH3:12])[CH:9]=[CH:8][C:4]=2[N:5]=[CH:6][N:7]=1.[NH2:14][C:15]1[CH:20]=[CH:19][C:18]([OH:21])=[CH:17][C:16]=1[Cl:22].C(=O)([O-])[O-].[K+].[K+], predict the reaction product. The product is: [Cl:22][C:16]1[CH:17]=[C:18]([O:21][C:2]2[C:3]3[N:10]([CH:11]([CH3:13])[CH3:12])[CH:9]=[CH:8][C:4]=3[N:5]=[CH:6][N:7]=2)[CH:19]=[CH:20][C:15]=1[NH2:14]. (4) Given the reactants [C:1]([O:5][C:6](=[O:20])[NH:7][C:8]1[CH:13]=[C:12]([CH3:14])[C:11]([C:15]([F:18])([F:17])[F:16])=[CH:10][C:9]=1[NH2:19])([CH3:4])([CH3:3])[CH3:2].C([O:25][C:26](=O)[CH2:27][C:28]([C:30]1[CH:35]=[CH:34][CH:33]=[C:32]([C:36]2[CH:37]=[N:38][C:39]([CH:42]([CH3:44])[CH3:43])=[CH:40][CH:41]=2)[CH:31]=1)=[O:29])(C)(C)C, predict the reaction product. The product is: [C:1]([O:5][C:6](=[O:20])[NH:7][C:8]1[CH:13]=[C:12]([CH3:14])[C:11]([C:15]([F:18])([F:17])[F:16])=[CH:10][C:9]=1[NH:19][C:26](=[O:25])[CH2:27][C:28]([C:30]1[CH:35]=[CH:34][CH:33]=[C:32]([C:36]2[CH:37]=[N:38][C:39]([CH:42]([CH3:43])[CH3:44])=[CH:40][CH:41]=2)[CH:31]=1)=[O:29])([CH3:4])([CH3:2])[CH3:3]. (5) Given the reactants [NH:1]([C:15]([O:17][CH2:18][C:19]1[CH:24]=[CH:23][CH:22]=[CH:21][CH:20]=1)=[O:16])[C@H:2]([C:12]([OH:14])=O)[CH2:3][CH2:4][C:5](=[O:11])[O:6][C:7]([CH3:10])([CH3:9])[CH3:8].OC1C2N=NNC=2C=CC=1.[NH2:35][CH2:36][C:37]([NH:39][CH2:40][C:41]([NH2:43])=[O:42])=[O:38].Cl.CN(C)CCCN=C=NCC.C(N(C(C)C)CC)(C)C, predict the reaction product. The product is: [NH:1]([C:15]([O:17][CH2:18][C:19]1[CH:24]=[CH:23][CH:22]=[CH:21][CH:20]=1)=[O:16])[C@H:2]([C:12]([NH:35][CH2:36][C:37]([NH:39][CH2:40][C:41]([NH2:43])=[O:42])=[O:38])=[O:14])[CH2:3][CH2:4][C:5](=[O:11])[O:6][C:7]([CH3:8])([CH3:9])[CH3:10]. (6) Given the reactants [N:1]1([C:7]2[N:8]=[C:9]([CH2:14][C:15]([O-:17])=O)[NH:10][C:11](=[O:13])[CH:12]=2)[CH2:6][CH2:5][O:4][CH2:3][CH2:2]1.[Na+].[CH:19]([O:22][C:23]1[CH:24]=[C:25]([CH:27]=[CH:28][CH:29]=1)[NH2:26])([CH3:21])[CH3:20], predict the reaction product. The product is: [N:1]1([C:7]2[N:8]=[C:9]([CH2:14][C:15]([NH:26][C:25]3[CH:27]=[CH:28][CH:29]=[C:23]([O:22][CH:19]([CH3:21])[CH3:20])[CH:24]=3)=[O:17])[NH:10][C:11](=[O:13])[CH:12]=2)[CH2:2][CH2:3][O:4][CH2:5][CH2:6]1. (7) Given the reactants C(OC([N:11]1[CH2:16][CH2:15][CH:14]([O:17][CH2:18][C:19]2[CH:24]=[CH:23][N:22]=[C:21]([C:25]3[CH:30]=[C:29]([O:31][CH3:32])[C:28]([O:33][CH3:34])=[C:27]([O:35][CH3:36])[CH:26]=3)[CH:20]=2)[CH2:13][CH2:12]1)=O)C1C=CC=CC=1.[OH-].[K+], predict the reaction product. The product is: [CH3:32][O:31][C:29]1[CH:30]=[C:25]([C:21]2[CH:20]=[C:19]([CH2:18][O:17][CH:14]3[CH2:13][CH2:12][NH:11][CH2:16][CH2:15]3)[CH:24]=[CH:23][N:22]=2)[CH:26]=[C:27]([O:35][CH3:36])[C:28]=1[O:33][CH3:34]. (8) Given the reactants FC(F)(F)S([O:6][S:7]([C:10]([F:13])([F:12])[F:11])(=[O:9])=[O:8])(=O)=O.N1C(C)=CC=CC=1C.[F:24][C:25]([CH3:29])([CH3:28])[CH2:26]O, predict the reaction product. The product is: [F:13][C:10]([F:11])([F:12])[S:7]([O:6][CH2:26][C:25]([F:24])([CH3:29])[CH3:28])(=[O:8])=[O:9].